This data is from Full USPTO retrosynthesis dataset with 1.9M reactions from patents (1976-2016). The task is: Predict the reactants needed to synthesize the given product. (1) The reactants are: [CH3:1][O:2][C:3]([C@@H:5]1[CH2:9][CH2:8][CH2:7][C@@H:6]1[CH:10]1[O:14][N:13]=[C:12]([C:15]2[CH:20]=[CH:19][C:18]([OH:21])=[CH:17][CH:16]=2)[CH2:11]1)=[O:4].Cl[CH2:23][C:24]1[C:33]2[C:28](=[CH:29][CH:30]=[CH:31][CH:32]=2)[N:27]=[C:26]([CH3:34])[CH:25]=1.C(=O)([O-])[O-].[K+].[K+].[I-].[K+]. Given the product [CH3:1][O:2][C:3]([C@@H:5]1[CH2:9][CH2:8][CH2:7][C@@H:6]1[CH:10]1[O:14][N:13]=[C:12]([C:15]2[CH:20]=[CH:19][C:18]([O:21][CH2:23][C:24]3[C:33]4[C:28](=[CH:29][CH:30]=[CH:31][CH:32]=4)[N:27]=[C:26]([CH3:34])[CH:25]=3)=[CH:17][CH:16]=2)[CH2:11]1)=[O:4], predict the reactants needed to synthesize it. (2) Given the product [CH:14]1([C:19]([N:21]2[CH2:26][CH2:25][N:24]([CH2:8][C:7]3[C:2]([F:1])=[CH:3][CH:4]=[C:5]([N+:11]([O-:13])=[O:12])[C:6]=3[CH3:10])[CH2:23][C@@H:22]2[CH3:27])=[O:20])[CH2:15][CH2:16][CH2:17][CH2:18]1, predict the reactants needed to synthesize it. The reactants are: [F:1][C:2]1[C:7]([CH:8]=O)=[C:6]([CH3:10])[C:5]([N+:11]([O-:13])=[O:12])=[CH:4][CH:3]=1.[CH:14]1([C:19]([N:21]2[CH2:26][CH2:25][NH:24][CH2:23][C@@H:22]2[CH3:27])=[O:20])[CH2:18][CH2:17][CH2:16][CH2:15]1.C(O[BH-](OC(=O)C)OC(=O)C)(=O)C.[Na+]. (3) Given the product [OH:11][N:10]1[C:8](=[O:9])[C:3]2[N:4]=[CH:5][CH:6]=[CH:7][C:2]=2[N:1]=[CH:12]1, predict the reactants needed to synthesize it. The reactants are: [NH2:1][C:2]1[C:3]([C:8]([NH:10][OH:11])=[O:9])=[N:4][CH:5]=[CH:6][CH:7]=1.[CH:12](O)=O.[K+].[Br-]. (4) Given the product [C:2]([C:7]1[O:11][C:10]([CH2:12][N:13]2[CH:17]=[C:16]([NH:18][C:27]([C:25]3[N:26]=[C:22]([CH:19]([CH3:21])[CH3:20])[O:23][C:24]=3[C:30]3[CH:31]=[CH:32][CH:33]=[CH:34][CH:35]=3)=[O:28])[CH:15]=[N:14]2)=[CH:9][CH:8]=1)(=[O:6])[CH3:1], predict the reactants needed to synthesize it. The reactants are: [CH3:1][C:2]1([C:7]2[O:11][C:10]([CH2:12][N:13]3[CH:17]=[C:16]([NH2:18])[CH:15]=[N:14]3)=[CH:9][CH:8]=2)[O:6]CCO1.[CH:19]([C:22]1[O:23][C:24]([C:30]2[CH:35]=[CH:34][CH:33]=[CH:32][CH:31]=2)=[C:25]([C:27](O)=[O:28])[N:26]=1)([CH3:21])[CH3:20]. (5) Given the product [CH3:4][N:5]1[C:13]2[C:8](=[N:9][C:10]([CH:20]([NH2:21])[CH3:1])=[C:11]([N:14]3[CH2:15][CH2:16][O:17][CH2:18][CH2:19]3)[CH:12]=2)[CH:7]=[CH:6]1, predict the reactants needed to synthesize it. The reactants are: [CH3:1][Mg]Br.[CH3:4][N:5]1[C:13]2[C:8](=[N:9][C:10]([C:20]#[N:21])=[C:11]([N:14]3[CH2:19][CH2:18][O:17][CH2:16][CH2:15]3)[CH:12]=2)[CH:7]=[CH:6]1.[BH4-].[Na+].